From a dataset of Catalyst prediction with 721,799 reactions and 888 catalyst types from USPTO. Predict which catalyst facilitates the given reaction. (1) Reactant: [CH:1]1([N:7]2[C:11]3[CH:12]=[CH:13][C:14]([C:16]([OH:18])=O)=[CH:15][C:10]=3[N:9]=[C:8]2[C:19]2[CH:24]=[CH:23][CH:22]=[CH:21][N:20]=2)[CH2:6][CH2:5][CH2:4][CH2:3][CH2:2]1.[CH3:25][O:26][C:27]1[CH:28]=[C:29]([CH:33]=[CH:34][C:35]=1[O:36][CH3:37])[CH2:30][CH2:31][NH2:32].CN(C(ON1N=NC2C=CC=CC1=2)=[N+](C)C)C.[B-](F)(F)(F)F.CCN(C(C)C)C(C)C.[OH-].[Na+]. Product: [CH3:25][O:26][C:27]1[CH:28]=[C:29]([CH2:30][CH2:31][NH:32][C:16]([C:14]2[CH:13]=[CH:12][C:11]3[N:7]([CH:1]4[CH2:2][CH2:3][CH2:4][CH2:5][CH2:6]4)[C:8]([C:19]4[CH:24]=[CH:23][CH:22]=[CH:21][N:20]=4)=[N:9][C:10]=3[CH:15]=2)=[O:18])[CH:33]=[CH:34][C:35]=1[O:36][CH3:37]. The catalyst class is: 3. (2) Reactant: C([O:8][CH2:9][CH:10]1[C:14]2[NH:15][C:16]([C:18]3[CH:27]=[CH:26][CH:25]=[C:24]4[C:19]=3[N:20]=[C:21]([NH:29][C:30]3([CH3:33])[CH2:32][CH2:31]3)[C:22]([CH3:28])=[N:23]4)=[CH:17][C:13]=2[C:12](=[O:34])[NH:11]1)C1C=CC=CC=1.B(Cl)(Cl)Cl. Product: [OH:8][CH2:9][CH:10]1[C:14]2[NH:15][C:16]([C:18]3[CH:27]=[CH:26][CH:25]=[C:24]4[C:19]=3[N:20]=[C:21]([NH:29][C:30]3([CH3:33])[CH2:31][CH2:32]3)[C:22]([CH3:28])=[N:23]4)=[CH:17][C:13]=2[C:12](=[O:34])[NH:11]1. The catalyst class is: 2.